This data is from Full USPTO retrosynthesis dataset with 1.9M reactions from patents (1976-2016). The task is: Predict the reactants needed to synthesize the given product. (1) Given the product [NH2:1][C:2]1[C:12]([CH3:13])=[C:11]([CH2:14][N:31]2[CH2:32][CH2:33][CH2:34][C@H:29]([N:21]([CH3:20])[C:22]([O:23][C:24]([CH3:26])([CH3:25])[CH3:27])=[O:28])[CH2:30]2)[C:10]([C:16]([F:19])([F:18])[F:17])=[CH:9][C:3]=1[C:4]([O:6][CH2:7][CH3:8])=[O:5], predict the reactants needed to synthesize it. The reactants are: [NH2:1][C:2]1[C:12]([CH3:13])=[C:11]([CH:14]=O)[C:10]([C:16]([F:19])([F:18])[F:17])=[CH:9][C:3]=1[C:4]([O:6][CH2:7][CH3:8])=[O:5].[CH3:20][N:21]([C@H:29]1[CH2:34][CH2:33][CH2:32][NH:31][CH2:30]1)[C:22](=[O:28])[O:23][C:24]([CH3:27])([CH3:26])[CH3:25]. (2) Given the product [CH3:16][O:17][C:18](=[O:30])[CH2:19][CH2:20][CH2:21][CH2:22][CH2:23][CH2:24][CH2:25][CH2:26][C:27](=[O:28])[NH:15][C:6]1[CH:7]=[C:8]2[C:13]([N:12]=[CH:11][CH:10]=[CH:9]2)=[C:14]2[C:5]=1[CH:4]=[CH:3][CH:2]=[N:1]2, predict the reactants needed to synthesize it. The reactants are: [N:1]1[C:14]2[C:5](=[C:6]([NH2:15])[CH:7]=[C:8]3[C:13]=2[N:12]=[CH:11][CH:10]=[CH:9]3)[CH:4]=[CH:3][CH:2]=1.[CH3:16][O:17][C:18](=[O:30])[CH2:19][CH2:20][CH2:21][CH2:22][CH2:23][CH2:24][CH2:25][CH2:26][C:27](Cl)=[O:28]. (3) Given the product [C:10]1([CH:9]=[CH:8][C:3]2[CH:2]=[CH:34][C:35]([OH:27])=[CH:36][CH:31]=2)[CH:23]=[C:24]([OH:25])[CH:44]=[C:42]([OH:43])[CH:41]=1, predict the reactants needed to synthesize it. The reactants are: N[CH2:2][CH2:3]S(O)(=O)=O.[CH3:8][C:9]1[N+](CC2C(N)=NC(C)=NC=2)=CS[C:10]=1[CH2:23][CH2:24][OH:25].[N+]([O-])([O-])=[O:27].C([O-])(=O)[C:31]1[CH:36]=[CH:35][CH:34]=CC=1.[Na+].C(O)(=O)[CH2:41][C:42](CC(O)=O)([C:44](O)=O)[OH:43].Cl. (4) Given the product [F:19][C:20]([F:22])([F:21])[CH:13]([C:12]1[CH:15]=[CH:16][C:9]([O:8][C:6]2[CH:5]=[CH:4][CH:3]=[C:2]([F:1])[N:7]=2)=[C:10]([O:17][CH3:18])[CH:11]=1)[OH:14], predict the reactants needed to synthesize it. The reactants are: [F:1][C:2]1[N:7]=[C:6]([O:8][C:9]2[CH:16]=[CH:15][C:12]([CH:13]=[O:14])=[CH:11][C:10]=2[O:17][CH3:18])[CH:5]=[CH:4][CH:3]=1.[F:19][C:20]([Si](C)(C)C)([F:22])[F:21].CCCC[N+](CCCC)(CCCC)CCCC.[F-].Cl.